This data is from Catalyst prediction with 721,799 reactions and 888 catalyst types from USPTO. The task is: Predict which catalyst facilitates the given reaction. (1) Reactant: [F:1][C:2]1[C:7]([O:8][CH3:9])=[C:6]([O:10][CH3:11])[CH:5]=[CH:4][C:3]=1[C@@:12]12[CH2:20][CH2:19][C:18](=O)[CH2:17][C@@H:16]1[N:15]([CH3:22])[CH2:14][CH2:13]2.FC(F)(F)C(O)=O.[NH4+].[BH3-]C#[N:33].[Na+].[OH-].[Na+].C(O)(=O)CCC1C=CC=CC=1. Product: [F:1][C:2]1[C:7]([O:8][CH3:9])=[C:6]([O:10][CH3:11])[CH:5]=[CH:4][C:3]=1[C@@:12]12[CH2:20][CH2:19][C@@H:18]([NH2:33])[CH2:17][C@@H:16]1[N:15]([CH3:22])[CH2:14][CH2:13]2. The catalyst class is: 577. (2) Reactant: [Si:1]([O:8][C:9]1[C:10]([F:19])=[C:11](B(O)O)[CH:12]=[CH:13][C:14]=1[CH3:15])([C:4]([CH3:7])([CH3:6])[CH3:5])([CH3:3])[CH3:2].[NH2:20][C:21]1[CH:26]=[N:25][C:24](Br)=[CH:23][N:22]=1.C([O-])([O-])=O.[Na+].[Na+]. Product: [Si:1]([O:8][C:9]1[C:10]([F:19])=[C:11]([C:24]2[N:25]=[CH:26][C:21]([NH2:20])=[N:22][CH:23]=2)[CH:12]=[CH:13][C:14]=1[CH3:15])([C:4]([CH3:7])([CH3:6])[CH3:5])([CH3:3])[CH3:2]. The catalyst class is: 12. (3) Reactant: [F:1][C:2]1[CH:3]=[C:4]2[C:8](=[CH:9][CH:10]=1)[N:7]([NH:11][C:12]([C:14]1[CH:15]=[N:16][C:17]([C:20]3[CH:25]=[CH:24][CH:23]=[C:22]([F:26])[CH:21]=3)=[N:18][CH:19]=1)=[O:13])[CH:6]=[CH:5]2.[Cl:27][S:28](O)(=[O:30])=[O:29]. Product: [F:1][C:2]1[CH:3]=[C:4]2[C:8](=[CH:9][CH:10]=1)[N:7]([NH:11][C:12]([C:14]1[CH:15]=[N:16][C:17]([C:20]3[CH:25]=[CH:24][CH:23]=[C:22]([F:26])[CH:21]=3)=[N:18][CH:19]=1)=[O:13])[CH:6]=[C:5]2[S:28]([Cl:27])(=[O:30])=[O:29]. The catalyst class is: 23. (4) The catalyst class is: 147. Reactant: [ClH:1].Cl.[NH2:3][CH:4]1[CH2:9][CH2:8][N:7]([CH2:10][CH2:11][N:12]2[C:21]3[C:16](=[N:17][CH:18]=[C:19]([F:22])[CH:20]=3)[CH:15]=[CH:14][C:13]2=[O:23])[CH2:6][CH2:5]1.C(N(CC)CC)C.[O:31]1[C:36]2=[CH:37][N:38]=[C:39]([CH:41]=O)[CH:40]=[C:35]2[CH2:34][CH2:33][CH2:32]1.[BH-](OC(C)=O)(OC(C)=O)OC(C)=O.[Na+].C([O-])(O)=O.[Na+]. Product: [ClH:1].[O:31]1[C:36]2=[CH:37][N:38]=[C:39]([CH2:41][NH:3][CH:4]3[CH2:5][CH2:6][N:7]([CH2:10][CH2:11][N:12]4[C:21]5[C:16](=[N:17][CH:18]=[C:19]([F:22])[CH:20]=5)[CH:15]=[CH:14][C:13]4=[O:23])[CH2:8][CH2:9]3)[CH:40]=[C:35]2[CH2:34][CH2:33][CH2:32]1. (5) Product: [NH2:1][C:2]1[C:7]([NH:8][C:23](=[O:24])[CH2:22][C:20]#[N:21])=[CH:6][N:5]=[C:4]([O:9][C:10]2[CH:11]=[C:12]([CH:17]=[CH:18][CH:19]=2)[C:13]([O:15][CH3:16])=[O:14])[CH:3]=1. Reactant: [NH2:1][C:2]1[C:7]([NH2:8])=[CH:6][N:5]=[C:4]([O:9][C:10]2[CH:11]=[C:12]([CH:17]=[CH:18][CH:19]=2)[C:13]([O:15][CH3:16])=[O:14])[CH:3]=1.[C:20]([CH2:22][C:23](O)=[O:24])#[N:21].C(Cl)CCl.C(N(CC)CC)C. The catalyst class is: 1. (6) Reactant: [NH2:1][C@H:2]1[CH2:7][CH2:6][CH2:5][N:4]([CH2:8][C:9]2[C:18]([Cl:19])=[C:17]3[C:12]([C:13](=[O:33])[N:14]([CH2:20][C:21]4[CH:26]=[C:25]([Cl:27])[CH:24]=[CH:23][C:22]=4[S:28]([CH2:31][CH3:32])(=[O:30])=[O:29])[CH:15]=[N:16]3)=[CH:11][C:10]=2[C:34]([F:37])([F:36])[F:35])[CH2:3]1.NC1C=CC(C(F)(F)F)=CC=1C(NCC1C=C(Br)C=CC=1S(CC)(=O)=O)=O.[C:65]([O:69][C:70]([NH:72][C@@H:73]([CH3:77])[C:74](O)=[O:75])=[O:71])([CH3:68])([CH3:67])[CH3:66].CN(C(ON1N=NC2C=CC=NC1=2)=[N+](C)C)C.F[P-](F)(F)(F)(F)F. Product: [Cl:19][C:18]1[C:9]([CH2:8][N:4]2[CH2:5][CH2:6][CH2:7][C@H:2]([NH:1][C:74](=[O:75])[C@@H:73]([NH:72][C:70](=[O:71])[O:69][C:65]([CH3:67])([CH3:66])[CH3:68])[CH3:77])[CH2:3]2)=[C:10]([C:34]([F:35])([F:36])[F:37])[CH:11]=[C:12]2[C:17]=1[N:16]=[CH:15][N:14]([CH2:20][C:21]1[CH:26]=[C:25]([Cl:27])[CH:24]=[CH:23][C:22]=1[S:28]([CH2:31][CH3:32])(=[O:30])=[O:29])[C:13]2=[O:33]. The catalyst class is: 3. (7) Reactant: [NH2:1][C:2]1[C:10]([CH3:11])=[CH:9][CH:8]=[CH:7][C:3]=1[C:4]([OH:6])=[O:5].[Br:12]Br.Cl. Product: [NH2:1][C:2]1[C:10]([CH3:11])=[CH:9][C:8]([Br:12])=[CH:7][C:3]=1[C:4]([OH:6])=[O:5]. The catalyst class is: 15. (8) Reactant: [NH2:1][C:2]1[N:7]=[CH:6][N:5]=[C:4]2[N:8]([CH:12]([C:14]3[CH:21]=[C:20]([Cl:22])[C:17]([C:18]#[N:19])=[C:16]([CH:23]4[CH2:26][NH:25][CH2:24]4)[C:15]=3[O:27][CH3:28])[CH3:13])[N:9]=[C:10]([CH3:11])[C:3]=12.C(N(CC)CC)C.Cl[C:37]([O:39][CH3:40])=[O:38]. Product: [NH2:1][C:2]1[N:7]=[CH:6][N:5]=[C:4]2[N:8]([CH:12]([C:14]3[C:15]([O:27][CH3:28])=[C:16]([CH:23]4[CH2:24][N:25]([C:37]([O:39][CH3:40])=[O:38])[CH2:26]4)[C:17]([C:18]#[N:19])=[C:20]([Cl:22])[CH:21]=3)[CH3:13])[N:9]=[C:10]([CH3:11])[C:3]=12. The catalyst class is: 98.